From a dataset of Reaction yield outcomes from USPTO patents with 853,638 reactions. Predict the reaction yield, written as a fraction of the theoretical maximum amount of product (1.0 means a 100% yield; for example, 0.34 means a 34% yield). (1) The reactants are C(N[C:6](=[O:23])[C:7]1[CH:12]=[CH:11][N:10]=[CH:9][C:8]=1[CH2:13][C:14]([C:16]1[CH:21]=[CH:20][N:19]=[C:18]([Cl:22])[CH:17]=1)=[O:15])(C)(C)C. The catalyst is C(O)(=O)C. The product is [Cl:22][C:18]1[CH:17]=[C:16]([C:14]2[O:15][C:6](=[O:23])[C:7]3[CH:12]=[CH:11][N:10]=[CH:9][C:8]=3[CH:13]=2)[CH:21]=[CH:20][N:19]=1. The yield is 0.600. (2) The reactants are [Cl:1][C:2]1[CH:3]=[CH:4][C:5]([NH:8][C:9](=[O:17])[C:10]2[CH:15]=[CH:14][CH:13]=[CH:12][C:11]=2[OH:16])=[N:6][CH:7]=1.C(OC([N:25]1[CH2:30][CH2:29]C(CO)[CH2:27][CH2:26]1)=O)(C)(C)C.[C:33]1(P(C2C=CC=CC=2)C2C=CC=CC=2)C=CC=CC=1.[N+](C(OCC)=O)(C(OCC)=O)=[N-].[CH2:64]1[CH2:68]O[CH2:66][CH2:65]1. No catalyst specified. The product is [ClH:1].[Cl:1][C:2]1[CH:3]=[CH:4][C:5]([NH:8][C:9](=[O:17])[C:10]2[CH:15]=[CH:14][CH:13]=[CH:12][C:11]=2[O:16][CH2:66][CH:65]2[CH2:29][CH2:30][N:25]([CH:26]([CH3:27])[CH3:33])[CH2:68][CH2:64]2)=[N:6][CH:7]=1. The yield is 0.400. (3) The product is [C:19]([O:23][C:24]([N:26]1[CH2:31][CH2:30][N:29]([C@H:32]([CH2:41][OH:42])[CH2:33][CH2:34][N:35]2[CH2:36][CH2:37][CH2:38][CH2:39][CH2:40]2)[C:28](=[O:60])[C@@H:27]1[CH3:61])=[O:25])([CH3:20])([CH3:22])[CH3:21]. The catalyst is O1CCCC1. The reactants are [F-].C([N+](CCCC)(CCCC)CCCC)CCC.[C:19]([O:23][C:24]([N:26]1[CH2:31][CH2:30][N:29]([C@H:32]([C:41](C2C=CC=CC=2)(C2C=CC=CC=2)[O:42][SiH2]C(C)(C)C)[CH2:33][CH2:34][N:35]2[CH2:40][CH2:39][CH2:38][CH2:37][CH2:36]2)[C:28](=[O:60])[C@@H:27]1[CH3:61])=[O:25])([CH3:22])([CH3:21])[CH3:20]. The yield is 0.920. (4) The reactants are [NH:1]([C:3]1[CH:11]=[CH:10][C:6]([C:7]([OH:9])=[O:8])=[CH:5][CH:4]=1)[NH2:2].[C:12]([CH2:15][C:16](=O)[CH3:17])(=O)[CH3:13]. The catalyst is C(O)C. The product is [CH3:13][C:12]1[CH:15]=[C:16]([CH3:17])[N:1]([C:3]2[CH:4]=[CH:5][C:6]([C:7]([OH:9])=[O:8])=[CH:10][CH:11]=2)[N:2]=1. The yield is 0.830. (5) The reactants are C[O:2][C:3](=[O:34])[C@H:4]([CH2:16][C:17]1[CH:22]=[CH:21][C:20]([NH:23][C:24]([C:26]2[C:31]([Cl:32])=[CH:30][CH:29]=[CH:28][C:27]=2[Cl:33])=[O:25])=[CH:19][CH:18]=1)[NH:5][C:6]([C:8]1[C:13]([CH3:14])=[CH:12][CH:11]=[CH:10][C:9]=1[Cl:15])=[S:7].[OH-].[Na+]. The catalyst is C(O)C. The product is [Cl:15][C:9]1[CH:10]=[CH:11][CH:12]=[C:13]([CH3:14])[C:8]=1[C:6](=[S:7])[NH:5][C@H:4]([C:3]([OH:34])=[O:2])[CH2:16][C:17]1[CH:18]=[CH:19][C:20]([NH:23][C:24]([C:26]2[C:27]([Cl:33])=[CH:28][CH:29]=[CH:30][C:31]=2[Cl:32])=[O:25])=[CH:21][CH:22]=1. The yield is 0.960. (6) The reactants are [ClH:1].[N:2]1([CH2:8][CH2:9][CH2:10][O:11][C:12]2[CH:13]=[C:14]([CH2:28][CH2:29][CH2:30][CH2:31][C:32]3[CH:37]=[CH:36][C:35]([O:38][CH2:39][CH2:40][CH2:41][N:42]4[CH2:47][CH2:46][CH2:45][CH2:44][CH2:43]4)=[C:34]([O:48][CH2:49][CH2:50][CH2:51][N:52]4[CH2:57][CH2:56][CH2:55][CH2:54][CH2:53]4)[CH:33]=3)[CH:15]=[CH:16][C:17]=2[O:18][CH2:19][CH2:20][CH2:21][N:22]2[CH2:27][CH2:26][CH2:25][CH2:24][CH2:23]2)[CH2:7][CH2:6][CH2:5][CH2:4][CH2:3]1.CCOCC. The catalyst is C(O)C. The product is [ClH:1].[ClH:1].[ClH:1].[ClH:1].[N:2]1([CH2:8][CH2:9][CH2:10][O:11][C:12]2[CH:13]=[C:14]([CH2:28][CH2:29][CH2:30][CH2:31][C:32]3[CH:37]=[CH:36][C:35]([O:38][CH2:39][CH2:40][CH2:41][N:42]4[CH2:43][CH2:44][CH2:45][CH2:46][CH2:47]4)=[C:34]([O:48][CH2:49][CH2:50][CH2:51][N:52]4[CH2:53][CH2:54][CH2:55][CH2:56][CH2:57]4)[CH:33]=3)[CH:15]=[CH:16][C:17]=2[O:18][CH2:19][CH2:20][CH2:21][N:22]2[CH2:23][CH2:24][CH2:25][CH2:26][CH2:27]2)[CH2:7][CH2:6][CH2:5][CH2:4][CH2:3]1. The yield is 0.832. (7) The catalyst is C(O)(C(F)(F)F)=O.C(Cl)(Cl)Cl. The reactants are [F:1][CH2:2][C@@H:3]1[C@@H:11]2[C@@:6]([C:13]3[CH:18]=[CH:17][CH:16]=[CH:15][C:14]=3[F:19])([N:7]=[C:8]([NH2:12])[S:9][CH2:10]2)[CH2:5][O:4]1.S(=O)(=O)(O)O.[N+:25]([O-])([OH:27])=[O:26].[OH-].[Na+]. The yield is 0.980. The product is [F:19][C:14]1[CH:15]=[CH:16][C:17]([N+:25]([O-:27])=[O:26])=[CH:18][C:13]=1[C@:6]12[CH2:5][O:4][C@H:3]([CH2:2][F:1])[C@H:11]1[CH2:10][S:9][C:8]([NH2:12])=[N:7]2.